Task: Predict the product of the given reaction.. Dataset: Forward reaction prediction with 1.9M reactions from USPTO patents (1976-2016) (1) The product is: [ClH:20].[N:1]1[C:2]([CH2:10][S:11][C:12]2[N:17]=[C:16]([OH:18])[CH:15]=[C:14]([CH3:19])[N:13]=2)=[CH:3][N:4]2[CH:9]=[CH:8][CH:7]=[CH:6][C:5]=12. Given the reactants [N:1]1[C:2]([CH2:10][S:11][C:12]2[N:17]=[C:16]([OH:18])[CH:15]=[C:14]([CH3:19])[N:13]=2)=[CH:3][N:4]2[CH:9]=[CH:8][CH:7]=[CH:6][C:5]=12.[ClH:20].O1CCOCC1, predict the reaction product. (2) Given the reactants [OH:1][C:2]1[CH:9]=[C:8]([N:10]2[CH2:15][CH2:14][O:13][CH2:12][CH2:11]2)[CH:7]=[CH:6][C:3]=1[CH:4]=O.O.[NH2:17][NH2:18], predict the reaction product. The product is: [N:17](=[CH:4][C:3]1[CH:6]=[CH:7][C:8]([N:10]2[CH2:15][CH2:14][O:13][CH2:12][CH2:11]2)=[CH:9][C:2]=1[OH:1])[NH2:18]. (3) Given the reactants [OH:1][C:2]1([C:5]([OH:7])=O)[CH2:4][CH2:3]1.[CH:8]1([C:11]2[C:12]([O:21][CH2:22][C:23]([F:26])([F:25])[F:24])=[CH:13][C:14]([C:17](=[N:19]O)[NH2:18])=[N:15][CH:16]=2)[CH2:10][CH2:9]1, predict the reaction product. The product is: [CH:8]1([C:11]2[C:12]([O:21][CH2:22][C:23]([F:26])([F:24])[F:25])=[CH:13][C:14]([C:17]3[N:19]=[C:5]([C:2]4([OH:1])[CH2:4][CH2:3]4)[O:7][N:18]=3)=[N:15][CH:16]=2)[CH2:10][CH2:9]1. (4) Given the reactants [CH2:1]([O:8][C:9]([N:11]1[CH2:15][C@H:14]([F:16])[C@H:13]2[O:17][CH2:18]C(=O)[C@@H:12]12)=[O:10])[C:2]1[CH:7]=[CH:6][CH:5]=[CH:4][CH:3]=1.[CH:21]([O:26][CH3:27])([O:24][CH3:25])OC.C1(C)C=CC(S(O)(=O)=O)=CC=1, predict the reaction product. The product is: [CH2:1]([O:8][C:9]([N:11]1[CH2:15][C@H:14]([F:16])[C@H:13]2[O:17][CH2:18][C:21]([O:24][CH3:25])([O:26][CH3:27])[C@@H:12]12)=[O:10])[C:2]1[CH:3]=[CH:4][CH:5]=[CH:6][CH:7]=1. (5) Given the reactants [Na].[C:2]([NH:5][C:6]1[CH:11]=[CH:10][C:9]([CH:12]2[C:20](=[O:21])[C:19]3[C:14](=[CH:15][CH:16]=[CH:17][CH:18]=3)[C:13]2=[O:22])=[CH:8][CH:7]=1)(=[O:4])[CH3:3].[I-].[Na+].[CH2:25]([O:27][C:28](=[O:31])[CH2:29]Cl)[CH3:26], predict the reaction product. The product is: [CH2:25]([O:27][C:28](=[O:31])[CH2:29][C:12]1([C:9]2[CH:8]=[CH:7][C:6]([NH:5][C:2](=[O:4])[CH3:3])=[CH:11][CH:10]=2)[C:20](=[O:21])[C:19]2[C:14](=[CH:15][CH:16]=[CH:17][CH:18]=2)[C:13]1=[O:22])[CH3:26]. (6) Given the reactants [N:1]#[C:2][NH2:3].[CH3:4][O-].[Na+].[Cl:7][C:8]1[CH:13]=[C:12]([N:14]=[C:15]=[S:16])[CH:11]=[C:10]([Cl:17])[C:9]=1[CH:18]1[CH2:20][CH2:19]1.IC, predict the reaction product. The product is: [C:2](/[N:3]=[C:15](\[S:16][CH3:4])/[NH:14][C:12]1[CH:13]=[C:8]([Cl:7])[C:9]([CH:18]2[CH2:19][CH2:20]2)=[C:10]([Cl:17])[CH:11]=1)#[N:1]. (7) The product is: [Cl:13][C:10]1[CH:11]=[CH:12][C:7]([NH:6][C:5]2[C:4](=[O:25])[C:3](=[O:26])[C:2]=2[NH:27][C:28]2[CH:33]=[CH:32][CH:31]=[CH:30][CH:29]=2)=[C:8]([OH:24])[C:9]=1[S:14]([N:17]1[CH2:22][CH2:21][N:20]([CH3:23])[CH2:19][CH2:18]1)(=[O:16])=[O:15]. Given the reactants Cl[C:2]1[C:3](=[O:26])[C:4](=[O:25])[C:5]=1[NH:6][C:7]1[CH:12]=[CH:11][C:10]([Cl:13])=[C:9]([S:14]([N:17]2[CH2:22][CH2:21][N:20]([CH3:23])[CH2:19][CH2:18]2)(=[O:16])=[O:15])[C:8]=1[OH:24].[NH2:27][C:28]1[CH:33]=[CH:32][CH:31]=[CH:30][CH:29]=1.O.Cl, predict the reaction product. (8) The product is: [O:45]=[C:46]1[NH:50][C@@H:49]2[C@H:51]([CH2:54][CH2:55][CH2:56][CH2:57][C:58]([NH:2][CH2:3][CH2:4][N:5]3[CH2:10][CH2:9][N:8]([CH2:11][CH:12]=[CH:13][C:14]([N:16]4[CH2:17][CH2:18][CH:19]([C:22]5[CH:27]=[CH:26][C:25]([C:28]([NH2:30])=[O:29])=[C:24]([O:31][C:32]6[CH:37]=[CH:36][C:35]([O:38][C:39]7[CH:40]=[CH:41][CH:42]=[CH:43][CH:44]=7)=[CH:34][CH:33]=6)[N:23]=5)[CH2:20][CH2:21]4)=[O:15])[CH2:7][CH2:6]3)=[O:59])[S:52][CH2:53][C@@H:48]2[NH:47]1. Given the reactants Cl.[NH2:2][CH2:3][CH2:4][N:5]1[CH2:10][CH2:9][N:8]([CH2:11]/[CH:12]=[CH:13]/[C:14]([N:16]2[CH2:21][CH2:20][CH:19]([C:22]3[CH:27]=[CH:26][C:25]([C:28]([NH2:30])=[O:29])=[C:24]([O:31][C:32]4[CH:37]=[CH:36][C:35]([O:38][C:39]5[CH:44]=[CH:43][CH:42]=[CH:41][CH:40]=5)=[CH:34][CH:33]=4)[N:23]=3)[CH2:18][CH2:17]2)=[O:15])[CH2:7][CH2:6]1.[O:45]=[C:46]1[NH:50][C@@H:49]2[C@H:51]([CH2:54][CH2:55][CH2:56][CH2:57][C:58](O)=[O:59])[S:52][CH2:53][C@@H:48]2[NH:47]1.CN(C)CCCN=C=NCC.C(N(CC)CC)C, predict the reaction product.